Dataset: Peptide-MHC class II binding affinity with 134,281 pairs from IEDB. Task: Regression. Given a peptide amino acid sequence and an MHC pseudo amino acid sequence, predict their binding affinity value. This is MHC class II binding data. (1) The peptide sequence is GEEYLILSARDVLAV. The MHC is DRB1_1602 with pseudo-sequence DRB1_1602. The binding affinity (normalized) is 0.371. (2) The peptide sequence is GGESFGIVVAWKVRL. The MHC is HLA-DQA10102-DQB10602 with pseudo-sequence HLA-DQA10102-DQB10602. The binding affinity (normalized) is 0.554. (3) The MHC is DRB1_0401 with pseudo-sequence DRB1_0401. The binding affinity (normalized) is 0.145. The peptide sequence is EQCGRQAGGKLCPNN. (4) The peptide sequence is VAEAAGKTKEGVLYV. The MHC is DRB4_0101 with pseudo-sequence DRB4_0103. The binding affinity (normalized) is 0. (5) The peptide sequence is RTITADTFRKLFRVY. The MHC is DRB1_1101 with pseudo-sequence DRB1_1101. The binding affinity (normalized) is 0.528.